From a dataset of Peptide-MHC class I binding affinity with 185,985 pairs from IEDB/IMGT. Regression. Given a peptide amino acid sequence and an MHC pseudo amino acid sequence, predict their binding affinity value. This is MHC class I binding data. (1) The peptide sequence is HQLWTTLLSL. The MHC is HLA-B08:01 with pseudo-sequence HLA-B08:01. The binding affinity (normalized) is 0.298. (2) The peptide sequence is LSHCWPWFK. The MHC is HLA-B39:01 with pseudo-sequence HLA-B39:01. The binding affinity (normalized) is 0.0847. (3) The peptide sequence is HWMDATFNI. The MHC is HLA-A02:11 with pseudo-sequence HLA-A02:11. The binding affinity (normalized) is 0.0847. (4) The peptide sequence is NTGLYNLLI. The MHC is HLA-A01:01 with pseudo-sequence HLA-A01:01. The binding affinity (normalized) is 0.425. (5) The peptide sequence is SQDLACIFDA. The MHC is HLA-A33:01 with pseudo-sequence HLA-A33:01. The binding affinity (normalized) is 0.149. (6) The peptide sequence is KPKHLYVSM. The MHC is HLA-A11:01 with pseudo-sequence HLA-A11:01. The binding affinity (normalized) is 0.0847. (7) The peptide sequence is IKWLWKANK. The MHC is HLA-B39:01 with pseudo-sequence HLA-B39:01. The binding affinity (normalized) is 0.0847.